From a dataset of Peptide-MHC class I binding affinity with 185,985 pairs from IEDB/IMGT. Regression. Given a peptide amino acid sequence and an MHC pseudo amino acid sequence, predict their binding affinity value. This is MHC class I binding data. (1) The peptide sequence is RQWGMGFLL. The MHC is HLA-A32:07 with pseudo-sequence HLA-A32:07. The binding affinity (normalized) is 0.936. (2) The peptide sequence is MPASWVMRI. The MHC is HLA-B08:01 with pseudo-sequence HLA-B08:01. The binding affinity (normalized) is 0.0847. (3) The peptide sequence is HQKKNEISF. The MHC is HLA-B27:03 with pseudo-sequence HLA-B27:03. The binding affinity (normalized) is 0.0847. (4) The peptide sequence is KIPNDNIIE. The MHC is HLA-A11:01 with pseudo-sequence HLA-A11:01. The binding affinity (normalized) is 0.0847. (5) The peptide sequence is KTPSFPNIHL. The MHC is Patr-B0101 with pseudo-sequence Patr-B0101. The binding affinity (normalized) is 0.595.